This data is from Catalyst prediction with 721,799 reactions and 888 catalyst types from USPTO. The task is: Predict which catalyst facilitates the given reaction. (1) Reactant: [CH2:1]([O:8][C:9]1[CH:15]=[CH:14][C:12]([NH2:13])=[CH:11][CH:10]=1)[C:2]1[CH:7]=[CH:6][CH:5]=[CH:4][CH:3]=1.Br[C:17]1[CH:22]=[CH:21][C:20]([CH:23]([CH3:25])[CH3:24])=[CH:19][CH:18]=1.CC(C1C=C(C(C)C)C(C2C=CC=CC=2P(C2CCCCC2)C2CCCCC2)=C(C(C)C)C=1)C.C([O-])([O-])=O.[Cs+].[Cs+]. Product: [CH2:1]([O:8][C:9]1[CH:10]=[CH:11][C:12]([NH:13][C:17]2[CH:22]=[CH:21][C:20]([CH:23]([CH3:25])[CH3:24])=[CH:19][CH:18]=2)=[CH:14][CH:15]=1)[C:2]1[CH:3]=[CH:4][CH:5]=[CH:6][CH:7]=1. The catalyst class is: 222. (2) Reactant: [Cl:1][C:2]1[C:7]([F:8])=[CH:6][CH:5]=[C:4]([O:9][CH3:10])[C:3]=1[C@H:11]([C:13]1[C:21]2[C:16](=[N:17][CH:18]=[C:19](B3OC(C)(C)C(C)(C)O3)[CH:20]=2)[NH:15][CH:14]=1)[CH3:12].Br[C:32]1[C:33]([C:45]([F:48])([F:47])[F:46])=[N:34][N:35]([CH2:37][C@@H:38]2[CH2:42][O:41]C(C)(C)[O:39]2)[CH:36]=1.C([O-])([O-])=O.[K+].[K+].O.Cl. Product: [Cl:1][C:2]1[C:7]([F:8])=[CH:6][CH:5]=[C:4]([O:9][CH3:10])[C:3]=1[C@H:11]([C:13]1[C:21]2[C:16](=[N:17][CH:18]=[C:19]([C:32]3[C:33]([C:45]([F:47])([F:48])[F:46])=[N:34][N:35]([CH2:37][C@@H:38]([OH:39])[CH2:42][OH:41])[CH:36]=3)[CH:20]=2)[NH:15][CH:14]=1)[CH3:12]. The catalyst class is: 203. (3) Reactant: COCCOCCOCC(O)=O.CN(C(ON1N=NC2C=CC=CC1=2)=[N+](C)C)C.[B-](F)(F)(F)F.CCN(C(C)C)C(C)C.NCCC([C:49]1[CH:54]=[CH:53][CH:52]=[C:51]([O:55][CH2:56][CH:57]2[CH2:62][CH2:61][CH2:60][CH2:59]C2)[CH:50]=1)O. Product: [C:56]1([O:55][C:51]2[CH:50]=[CH:49][CH:54]=[CH:53][CH:52]=2)[CH:57]=[CH:62][CH:61]=[CH:60][CH:59]=1. The catalyst class is: 39.